Dataset: Forward reaction prediction with 1.9M reactions from USPTO patents (1976-2016). Task: Predict the product of the given reaction. Given the reactants [F:1][C:2]([F:22])([P:14](=[O:21])([O:18]CC)[O:15]CC)[C:3]1[C:8]([F:9])=[C:7]([F:10])[C:6]([F:11])=[C:5]([F:12])[C:4]=1[F:13].C[Si](Br)(C)C.CO, predict the reaction product. The product is: [F:22][C:2]([F:1])([P:14](=[O:15])([OH:21])[OH:18])[C:3]1[C:4]([F:13])=[C:5]([F:12])[C:6]([F:11])=[C:7]([F:10])[C:8]=1[F:9].